From a dataset of Full USPTO retrosynthesis dataset with 1.9M reactions from patents (1976-2016). Predict the reactants needed to synthesize the given product. (1) Given the product [CH3:25][C:22]1[CH:23]=[CH:24][C:19]([O:1][C:2]2[CH:3]=[C:4]3[C:8](=[CH:9][CH:10]=2)[CH2:7][C@H:6]([NH:11][S:12]([CH:15]([CH3:17])[CH3:16])(=[O:14])=[O:13])[CH2:5]3)=[N:20][CH:21]=1, predict the reactants needed to synthesize it. The reactants are: [OH:1][C:2]1[CH:3]=[C:4]2[C:8](=[CH:9][CH:10]=1)[CH2:7][C@H:6]([NH:11][S:12]([CH:15]([CH3:17])[CH3:16])(=[O:14])=[O:13])[CH2:5]2.Br[C:19]1[CH:24]=[CH:23][C:22]([CH3:25])=[CH:21][N:20]=1.C([O-])([O-])=O.[Cs+].[Cs+].CN(C)CC(O)=O. (2) Given the product [CH3:13][N:14]([C:2]1[C:11]2[C:6](=[CH:7][CH:8]=[CH:9][CH:10]=2)[N:5]=[C:4]([CH3:12])[N:3]=1)[NH2:15], predict the reactants needed to synthesize it. The reactants are: Cl[C:2]1[C:11]2[C:6](=[CH:7][CH:8]=[CH:9][CH:10]=2)[N:5]=[C:4]([CH3:12])[N:3]=1.[CH3:13][NH:14][NH2:15].C(=O)([O-])[O-].[K+].[K+]. (3) Given the product [NH2:17][C:18]1[CH:23]=[CH:22][C:21]([N:13]=[N:9][C:8]2[CH:10]=[CH:11][C:5]([S:2]([CH3:1])(=[O:3])=[O:4])=[CH:6][CH:7]=2)=[C:20]([CH3:24])[CH:19]=1, predict the reactants needed to synthesize it. The reactants are: [CH3:1][S:2]([C:5]1[CH:11]=[CH:10][C:8]([NH2:9])=[CH:7][CH:6]=1)(=[O:4])=[O:3].Cl.[N:13]([O-])=O.[Na+].[NH2:17][C:18]1[CH:23]=[CH:22][CH:21]=[C:20]([CH3:24])[CH:19]=1. (4) Given the product [Cl:1][C:2]1[C:3]([F:32])=[C:4]([NH:8][C:9]2[C:18]3[C:13](=[CH:14][C:15]([O:30][CH3:31])=[C:16]([O:19][C@H:20]4[CH2:25][CH2:24][N:23]([CH3:26])[C@@H:22]([C:27]([NH:35][CH3:34])=[O:28])[CH2:21]4)[CH:17]=3)[N:12]=[CH:11][N:10]=2)[CH:5]=[CH:6][CH:7]=1, predict the reactants needed to synthesize it. The reactants are: [Cl:1][C:2]1[C:3]([F:32])=[C:4]([NH:8][C:9]2[C:18]3[C:13](=[CH:14][C:15]([O:30][CH3:31])=[C:16]([O:19][C@H:20]4[CH2:25][CH2:24][N:23]([CH3:26])[C@@H:22]([C:27](O)=[O:28])[CH2:21]4)[CH:17]=3)[N:12]=[CH:11][N:10]=2)[CH:5]=[CH:6][CH:7]=1.Cl.[CH3:34][NH2:35]. (5) Given the product [CH2:31]([N:38]1[CH:42]=[C:41]([C:18]2[N:19]([C:24]([O:26][C:27]([CH3:28])([CH3:29])[CH3:30])=[O:25])[CH2:20][CH2:21][O:22][CH:23]=2)[CH:40]=[N:39]1)[C:32]1[CH:37]=[CH:36][CH:35]=[CH:34][CH:33]=1, predict the reactants needed to synthesize it. The reactants are: O(P(O[C:18]1[N:19]([C:24]([O:26][C:27]([CH3:30])([CH3:29])[CH3:28])=[O:25])[CH2:20][CH2:21][O:22][CH:23]=1)(OC1C=CC=CC=1)=O)C1C=CC=CC=1.[CH2:31]([N:38]1[CH:42]=[C:41](B2OC(C)(C)C(C)(C)O2)[CH:40]=[N:39]1)[C:32]1[CH:37]=[CH:36][CH:35]=[CH:34][CH:33]=1. (6) Given the product [NH2:1][C:2]1[C:3]([C:9]([OH:11])=[O:10])=[N:4][C:5]([C:18]2[CH:17]=[CH:16][CH:15]=[C:14]([F:13])[CH:19]=2)=[CH:6][N:7]=1, predict the reactants needed to synthesize it. The reactants are: [NH2:1][C:2]1[C:3]([C:9]([O:11]C)=[O:10])=[N:4][C:5](Br)=[CH:6][N:7]=1.[F:13][C:14]1[CH:15]=[C:16](B(O)O)[CH:17]=[CH:18][CH:19]=1.C([O-])([O-])=O.[K+].[K+].